This data is from Peptide-MHC class I binding affinity with 185,985 pairs from IEDB/IMGT. The task is: Regression. Given a peptide amino acid sequence and an MHC pseudo amino acid sequence, predict their binding affinity value. This is MHC class I binding data. (1) The peptide sequence is GPMMCPFLF. The MHC is HLA-B53:01 with pseudo-sequence HLA-B53:01. The binding affinity (normalized) is 0.523. (2) The peptide sequence is KADAVVADL. The MHC is HLA-A02:01 with pseudo-sequence HLA-A02:01. The binding affinity (normalized) is 0.234. (3) The peptide sequence is YMKFFGNFK. The MHC is HLA-B51:01 with pseudo-sequence HLA-B51:01. The binding affinity (normalized) is 0.0847. (4) The MHC is HLA-B58:01 with pseudo-sequence HLA-B58:01. The peptide sequence is YLDDPDLKY. The binding affinity (normalized) is 0.0847.